From a dataset of Full USPTO retrosynthesis dataset with 1.9M reactions from patents (1976-2016). Predict the reactants needed to synthesize the given product. (1) Given the product [OH:12][CH2:11][C:3]1[N:2]=[CH:1][C:10]2[C:5]([CH:4]=1)=[CH:6][CH:7]=[CH:8][CH:9]=2, predict the reactants needed to synthesize it. The reactants are: [CH:1]1[C:10]2[C:5](=[CH:6][CH:7]=[CH:8][CH:9]=2)[CH:4]=[C:3]([C:11](O)=[O:12])[N:2]=1.B.C1COCC1.CO. (2) Given the product [Br:1][C:2]1[N:3]=[C:4]([CH3:21])[C:5]([NH:10][CH:11]2[C:19]3[C:14](=[CH:15][CH:16]=[CH:17][CH:18]=3)[CH2:13][CH2:12]2)=[N:6][C:7]=1[CH3:8], predict the reactants needed to synthesize it. The reactants are: [Br:1][C:2]1[N:3]=[C:4]([CH2:21]C)[C:5]([NH:10][C@@H:11]2[C:19]3[C:14](=[CH:15][CH:16]=[CH:17][CH:18]=3)[CH2:13][C@@H:12]2O)=[N:6][C:7]=1[CH2:8]C.C1(NC2C(C)=NC=C(C)N=2)C2C(=CC=CC=2)CC1. (3) Given the product [C:9]([O:11][CH2:14][CH2:13][CH3:18])(=[O:10])/[CH:8]=[CH:7]/[C:6]1[CH:5]=[CH:4][C:3]([OH:12])=[CH:2][CH:1]=1, predict the reactants needed to synthesize it. The reactants are: [CH:1]1[C:6](/[CH:7]=[CH:8]/[C:9]([OH:11])=[O:10])=[CH:5][CH:4]=[C:3]([OH:12])[CH:2]=1.[CH2:13]1[CH2:18]CC(N=C=NC2CCCCC2)C[CH2:14]1. (4) Given the product [Cl:1][C:2]1[CH:3]=[CH:4][C:5]([C:8]2[CH:9]=[C:10]([NH:20][C:26]([C:23]3[CH:24]=[CH:25][O:21][CH:22]=3)=[O:27])[CH:11]=[N:12][C:13]=2[O:14][CH2:15][C:16]([F:17])([F:18])[F:19])=[CH:6][CH:7]=1, predict the reactants needed to synthesize it. The reactants are: [Cl:1][C:2]1[CH:7]=[CH:6][C:5]([C:8]2[CH:9]=[C:10]([NH2:20])[CH:11]=[N:12][C:13]=2[O:14][CH2:15][C:16]([F:19])([F:18])[F:17])=[CH:4][CH:3]=1.[O:21]1[CH:25]=[CH:24][C:23]([C:26](O)=[O:27])=[CH:22]1. (5) Given the product [F:11][C:8]1[CH:7]=[CH:6][C:5]([CH:3]([OH:4])[CH:2]([NH:1][C:29]([CH:23]2[CH2:28][CH2:27][CH2:26][CH2:25][CH2:24]2)=[O:30])[CH2:12][C:13]2[CH:18]=[CH:17][CH:16]=[C:15]([C:19]([F:22])([F:20])[F:21])[CH:14]=2)=[CH:10][CH:9]=1, predict the reactants needed to synthesize it. The reactants are: [NH2:1][CH:2]([CH2:12][C:13]1[CH:18]=[CH:17][CH:16]=[C:15]([C:19]([F:22])([F:21])[F:20])[CH:14]=1)[CH:3]([C:5]1[CH:10]=[CH:9][C:8]([F:11])=[CH:7][CH:6]=1)[OH:4].[CH:23]1([C:29](Cl)=[O:30])[CH2:28][CH2:27][CH2:26][CH2:25][CH2:24]1.C(=O)([O-])O.[Na+]. (6) Given the product [C:6]([O:8][CH3:9])(=[O:7])[CH2:1][CH2:2][CH2:3][CH2:10][C:15]([O:17][CH3:18])=[O:16], predict the reactants needed to synthesize it. The reactants are: [C:1]([C:6]([O:8][CH3:9])=[O:7])#[C:2][C:3]([O-])=O.[C:10]([C:15]([O:17][CH3:18])=[O:16])#CC([O-])=O.[H][H].